Dataset: Reaction yield outcomes from USPTO patents with 853,638 reactions. Task: Predict the reaction yield, written as a fraction of the theoretical maximum amount of product (1.0 means a 100% yield; for example, 0.34 means a 34% yield). (1) The reactants are C([C:8]1[C:17](=[O:18])[C:16]2[C:11](=[CH:12][C:13]([Cl:19])=[CH:14][CH:15]=2)[O:10][C:9]=1[CH:20]([NH:24][CH2:25][CH2:26][NH:27][C:28](=O)[C:29]1[CH:34]=[CH:33][C:32]([CH3:35])=[CH:31][CH:30]=1)[CH:21]([CH3:23])[CH3:22])C1C=CC=CC=1.P(Cl)(Cl)(Cl)=O.[C:42]1([CH3:48])[CH:47]=[CH:46][CH:45]=[CH:44][CH:43]=1. No catalyst specified. The product is [CH2:48]([C:8]1[C:17](=[O:18])[C:16]2[C:11](=[CH:12][C:13]([Cl:19])=[CH:14][CH:15]=2)[O:10][C:9]=1[CH:20]([N:24]1[CH2:25][CH2:26][N:27]=[C:28]1[C:29]1[CH:34]=[CH:33][C:32]([CH3:35])=[CH:31][CH:30]=1)[CH:21]([CH3:23])[CH3:22])[C:42]1[CH:47]=[CH:46][CH:45]=[CH:44][CH:43]=1. The yield is 0.500. (2) The reactants are [NH2:1][C:2]1[CH:3]=[C:4]([C:8]([OH:19])([C:13]2[CH:18]=[CH:17][CH:16]=[CH:15][CH:14]=2)[C:9]([O:11][CH3:12])=[O:10])[CH:5]=[CH:6][CH:7]=1.[C:20](Cl)(=[O:26])[O:21][C:22](Cl)(Cl)Cl.[CH2:28]([O:35][C:36]1[CH:37]=[CH:38][C:39]([C@@H:47]([O:63][Si:64]([C:67]([CH3:70])([CH3:69])[CH3:68])([CH3:66])[CH3:65])[CH2:48][N:49]([CH2:57][CH2:58][CH2:59][CH2:60]CO)[C:50](=[O:56])[O:51][C:52]([CH3:55])([CH3:54])[CH3:53])=[C:40]2[C:45]=1[NH:44][C:43](=[O:46])[CH:42]=[CH:41]2)[C:29]1[CH:34]=[CH:33][CH:32]=[CH:31][CH:30]=1. The catalyst is C(#N)C. The product is [CH2:28]([O:35][C:36]1[CH:37]=[CH:38][C:39]([C@@H:47]([O:63][Si:64]([CH3:66])([CH3:65])[C:67]([CH3:70])([CH3:69])[CH3:68])[CH2:48][N:49]([C:50]([O:51][C:52]([CH3:53])([CH3:54])[CH3:55])=[O:56])[CH2:57][CH2:58][CH2:59][CH2:60][CH2:22][O:21][C:20]([NH:1][C:2]2[CH:3]=[C:4]([C:8]([OH:19])([C:13]3[CH:14]=[CH:15][CH:16]=[CH:17][CH:18]=3)[C:9]([O:11][CH3:12])=[O:10])[CH:5]=[CH:6][CH:7]=2)=[O:26])=[C:40]2[C:45]=1[NH:44][C:43](=[O:46])[CH:42]=[CH:41]2)[C:29]1[CH:34]=[CH:33][CH:32]=[CH:31][CH:30]=1. The yield is 0.0990. (3) The reactants are [Cl:1][C:2]1[S:6][C:5]([NH:7][C:8]([N:10]2[CH2:15][CH2:14][NH:13][CH2:12][CH2:11]2)=[O:9])=[N:4][C:3]=1[CH2:16][CH3:17].[C:18]([N:22]1[CH2:27][CH2:26][N:25](C(OC(C)(C)C)=O)[C@@H:24]([C:35](O)=[O:36])[CH2:23]1)([CH3:21])([CH3:20])[CH3:19].C1C=CC2N(O)N=NC=2C=1.CCN=C=NCCCN(C)C.CCN(C(C)C)C(C)C. The catalyst is C1COCC1. The product is [NH3:4].[CH3:8][OH:9].[C:18]([N:22]1[CH2:27][CH2:26][NH:25][C@@H:24]([C:35]([N:13]2[CH2:14][CH2:15][N:10]([C:8]([NH:7][C:5]3[S:6][C:2]([Cl:1])=[C:3]([CH2:16][CH3:17])[N:4]=3)=[O:9])[CH2:11][CH2:12]2)=[O:36])[CH2:23]1)([CH3:21])([CH3:20])[CH3:19]. The yield is 0.100. (4) The reactants are Cl[C:2]1[N:12]=[C:11]2[C:5]([N:6]([CH3:19])[C:7](=[O:18])[C:8]([CH3:17])([CH3:16])[CH2:9][N:10]2[CH:13]([CH3:15])[CH3:14])=[CH:4][N:3]=1.[NH2:20][C:21]1[CH:35]=[CH:34][C:24]([C:25]([NH:27][CH:28]2[CH2:32][CH2:31][N:30]([CH3:33])[CH2:29]2)=[O:26])=[CH:23][C:22]=1[O:36][CH3:37].O.C1(C)C=CC(S(O)(=O)=O)=CC=1.CO. The catalyst is CC(C)CC(O)C. The product is [CH3:37][O:36][C:22]1[CH:23]=[C:24]([CH:34]=[CH:35][C:21]=1[NH:20][C:2]1[N:12]=[C:11]2[C:5]([N:6]([CH3:19])[C:7](=[O:18])[C:8]([CH3:17])([CH3:16])[CH2:9][N:10]2[CH:13]([CH3:15])[CH3:14])=[CH:4][N:3]=1)[C:25]([NH:27][C@@H:28]1[CH2:32][CH2:31][N:30]([CH3:33])[CH2:29]1)=[O:26]. The yield is 0.175. (5) The reactants are [Cl:1][C:2]1[CH:3]=[C:4]([CH:14]=[CH:15][CH:16]=1)[O:5][C:6]1[CH:11]=[CH:10][C:9]([NH2:12])=[C:8]([CH3:13])[CH:7]=1.CC(OC(C)=O)=O.C([O-])(=O)C.[K+].[N:29](OC(C)(C)C)=O. The catalyst is C(Cl)(Cl)Cl. The product is [Cl:1][C:2]1[CH:3]=[C:4]([CH:14]=[CH:15][CH:16]=1)[O:5][C:6]1[CH:7]=[C:8]2[C:9](=[CH:10][CH:11]=1)[NH:12][N:29]=[CH:13]2. The yield is 0.170. (6) The reactants are OO.[CH3:3][C:4]1[CH:9]=[C:8](B2OC(C)(C)C(C)(C)O2)[CH:7]=[C:6]([CH3:19])[C:5]=1[C:20]1[C:24](=[O:25])[CH2:23][CH:22]([CH2:26][CH2:27][NH:28][C:29]([C:31]2[CH:36]=[CH:35][CH:34]=[CH:33][N:32]=2)=[O:30])[C:21]=1[O:37][CH3:38].S(S([O-])=O)([O-])(=O)=[O:40].[Na+].[Na+]. The product is [OH:40][C:8]1[CH:9]=[C:4]([CH3:3])[C:5]([C:20]2[C:24](=[O:25])[CH2:23][CH:22]([CH2:26][CH2:27][NH:28][C:29]([C:31]3[CH:36]=[CH:35][CH:34]=[CH:33][N:32]=3)=[O:30])[C:21]=2[O:37][CH3:38])=[C:6]([CH3:19])[CH:7]=1. The catalyst is CO. The yield is 0.930.